This data is from TCR-epitope binding with 47,182 pairs between 192 epitopes and 23,139 TCRs. The task is: Binary Classification. Given a T-cell receptor sequence (or CDR3 region) and an epitope sequence, predict whether binding occurs between them. (1) The epitope is KAYNVTQAF. The TCR CDR3 sequence is CASSQGLYEQYF. Result: 0 (the TCR does not bind to the epitope). (2) The epitope is TPGPGVRYPL. The TCR CDR3 sequence is CASMGLVGGTDTQYF. Result: 1 (the TCR binds to the epitope). (3) The epitope is EILDITPCSF. The TCR CDR3 sequence is CASSSEGRGRTYEQYF. Result: 0 (the TCR does not bind to the epitope). (4) The epitope is LLFNKVTLA. The TCR CDR3 sequence is CAWSVPDRGRFGYTF. Result: 0 (the TCR does not bind to the epitope). (5) The epitope is FTISVTTEIL. Result: 1 (the TCR binds to the epitope). The TCR CDR3 sequence is CASSWDRGGTEAFF. (6) The epitope is ATDALMTGY. The TCR CDR3 sequence is CASSIAGPPYNEQFF. Result: 1 (the TCR binds to the epitope). (7) The epitope is FLNRFTTTL. The TCR CDR3 sequence is CASSPGPYEQFF. Result: 0 (the TCR does not bind to the epitope).